From a dataset of Reaction yield outcomes from USPTO patents with 853,638 reactions. Predict the reaction yield, written as a fraction of the theoretical maximum amount of product (1.0 means a 100% yield; for example, 0.34 means a 34% yield). (1) The yield is 0.850. The catalyst is CO.C(Cl)Cl. The product is [CH3:17][C:16]([CH3:19])([CH3:18])[C:15]([NH:1][C:2]1[CH:7]=[CH:6][CH:5]=[CH:4][N:3]=1)=[O:20]. The reactants are [NH2:1][C:2]1[CH:7]=[CH:6][CH:5]=[CH:4][N:3]=1.C(N(CC)CC)C.[C:15](Cl)(=[O:20])[C:16]([CH3:19])([CH3:18])[CH3:17].C(=O)([O-])[O-].[K+].[K+]. (2) The reactants are C(O[B:5]1[O:9][C:8]([CH3:11])([CH3:10])[C:7]([CH3:13])([CH3:12])[O:6]1)(C)C.C([Li])CCC.[F:19][C:20]1[CH:21]=[C:22]([CH:36]=[C:37]([F:39])[CH:38]=1)[O:23][CH2:24][C:25]([CH3:35])([O:27][Si:28]([CH2:33][CH3:34])([CH2:31][CH3:32])[CH2:29][CH3:30])[CH3:26]. No catalyst specified. The product is [F:39][C:37]1[CH:36]=[C:22]([CH:21]=[C:20]([F:19])[C:38]=1[B:5]1[O:6][C:7]([CH3:12])([CH3:13])[C:8]([CH3:10])([CH3:11])[O:9]1)[O:23][CH2:24][C:25]([O:27][Si:28]([CH2:33][CH3:34])([CH2:29][CH3:30])[CH2:31][CH3:32])([CH3:35])[CH3:26]. The yield is 1.00. (3) The product is [Cl:1][C:2]1[N:7]=[C:6]([NH:10][CH:11]2[CH2:16][CH2:15][CH2:14][N:13]([C:17]([O:19][C:20]([CH3:23])([CH3:22])[CH3:21])=[O:18])[CH2:12]2)[C:5]([Cl:9])=[CH:4][N:3]=1. The yield is 0.980. The reactants are [Cl:1][C:2]1[N:7]=[C:6](Cl)[C:5]([Cl:9])=[CH:4][N:3]=1.[NH2:10][CH:11]1[CH2:16][CH2:15][CH2:14][N:13]([C:17]([O:19][C:20]([CH3:23])([CH3:22])[CH3:21])=[O:18])[CH2:12]1.CCN(C(C)C)C(C)C. The catalyst is CC(O)C. (4) The reactants are [CH3:1][N:2]([CH3:10])[C:3]1[C:4]([NH2:9])=[CH:5][CH:6]=[CH:7][CH:8]=1.CN(C)[C:13]1[CH:18]=[CH:17][CH:16]=[CH:15][C:14]=1[N+]([O-])=O.[CH3:23][CH2:24][OH:25].CCO[C:29]([CH3:31])=[O:30]. The catalyst is [Pd]. The product is [CH3:1][N:2]([CH3:10])[C:3]1[CH:8]=[CH:7][CH:6]=[CH:5][C:4]=1[NH:9][C:24]([C:23]1[C:31]2[C:29](=[O:30])[C:14]3[C:13](=[CH:18][CH:17]=[CH:16][CH:15]=3)[C:7]=2[CH:8]=[CH:3][CH:4]=1)=[O:25]. The yield is 0.890. (5) The product is [Cl:1][C:2]1[N:7]=[C:6]([O:30][C:27]2[CH:26]=[CH:25][C:24]([O:17][C:18]3[CH:23]=[CH:22][CH:21]=[CH:20][CH:19]=3)=[CH:29][CH:28]=2)[C:5]([C:9]([NH2:11])=[O:10])=[CH:4][N:3]=1. The catalyst is C(=O)([O-])O.[Na+]. The reactants are [Cl:1][C:2]1[N:7]=[C:6](Cl)[C:5]([C:9]([NH2:11])=[O:10])=[CH:4][N:3]=1.C1COCC1.[O:17]([C:24]1[CH:29]=[CH:28][C:27]([OH:30])=[CH:26][CH:25]=1)[C:18]1[CH:23]=[CH:22][CH:21]=[CH:20][CH:19]=1.[H-].[Na+]. The yield is 0.800. (6) The reactants are [ClH:1].[CH:2]1([CH2:5][N:6]([C:14]2[C:15]([CH2:24][CH3:25])=[N:16][N:17]3[C:22]([I:23])=[CH:21][CH:20]=[CH:19][C:18]=23)[CH2:7][CH:8]2[CH2:13][CH2:12][O:11][CH2:10][CH2:9]2)[CH2:4][CH2:3]1. The catalyst is C(O)(C)C.C(=O)(OC)OC. The product is [ClH:1].[CH:2]1([CH2:5][N:6]([C:14]2[C:15]([CH2:24][CH3:25])=[N:16][N:17]3[C:22]([I:23])=[CH:21][CH:20]=[CH:19][C:18]=23)[CH2:7][CH:8]2[CH2:13][CH2:12][O:11][CH2:10][CH2:9]2)[CH2:4][CH2:3]1. The yield is 0.937. (7) The reactants are [Cl:1][C:2]1[C:3]([NH:18][C:19]2[CH:27]=[CH:26][CH:25]=[CH:24][C:20]=2[C:21]([OH:23])=O)=[CH:4][C:5]([NH:8][C:9]2[N:13]([CH:14]([CH3:16])[CH3:15])[N:12]=[C:11]([CH3:17])[CH:10]=2)=[N:6][CH:7]=1.ON1C2C=CC=CC=2N=N1.CN(C)CCCN=C=NCC.Cl.[CH3:50][O:51][NH2:52].C(N(C(C)C)CC)(C)C. The catalyst is CN(C)C=O.C(O)(=O)C.O. The product is [Cl:1][C:2]1[C:3]([NH:18][C:19]2[CH:27]=[CH:26][CH:25]=[CH:24][C:20]=2[C:21]([NH:52][O:51][CH3:50])=[O:23])=[CH:4][C:5]([NH:8][C:9]2[N:13]([CH:14]([CH3:15])[CH3:16])[N:12]=[C:11]([CH3:17])[CH:10]=2)=[N:6][CH:7]=1. The yield is 0.940. (8) The reactants are Br[C:2]1[CH:7]=[C:6]([CH2:8][OH:9])[C:5]([F:10])=[CH:4][N:3]=1.[CH3:11][N:12](C)C=O. The catalyst is [C-]#N.[Zn+2].[C-]#N.C1C=CC([P]([Pd]([P](C2C=CC=CC=2)(C2C=CC=CC=2)C2C=CC=CC=2)([P](C2C=CC=CC=2)(C2C=CC=CC=2)C2C=CC=CC=2)[P](C2C=CC=CC=2)(C2C=CC=CC=2)C2C=CC=CC=2)(C2C=CC=CC=2)C2C=CC=CC=2)=CC=1. The product is [F:10][C:5]1[C:6]([CH2:8][OH:9])=[CH:7][C:2]([C:11]#[N:12])=[N:3][CH:4]=1. The yield is 0.710. (9) The reactants are [Cl:1][C:2]1[CH:24]=[C:23]([C:25]([NH:27][CH2:28][C:29]2[CH:34]=[CH:33][CH:32]=[C:31]([OH:35])[CH:30]=2)=[O:26])[CH:22]=[CH:21][C:3]=1[C:4]([NH:6][C@H:7]([C:17]([O:19]C)=[O:18])[CH2:8][NH:9][C:10]([C:12]1[S:13][CH:14]=[CH:15][CH:16]=1)=[O:11])=[O:5].O.[OH-].[Li+].O. The catalyst is O1CCCC1.CO. The product is [Cl:1][C:2]1[CH:24]=[C:23]([C:25]([NH:27][CH2:28][C:29]2[CH:34]=[CH:33][CH:32]=[C:31]([OH:35])[CH:30]=2)=[O:26])[CH:22]=[CH:21][C:3]=1[C:4]([NH:6][C@H:7]([C:17]([OH:19])=[O:18])[CH2:8][NH:9][C:10]([C:12]1[S:13][CH:14]=[CH:15][CH:16]=1)=[O:11])=[O:5]. The yield is 0.960. (10) The reactants are C([O:3][C:4](=[O:40])[CH:5]([N:13]1[CH2:26][CH2:25][N:24]([CH2:27][C:28]([O:30]CC)=[O:29])[CH2:23][CH2:22][N:21]([CH2:33][C:34]([O:36]CC)=[O:35])[CH2:20][C:19]2[N:39]=[C:15]([CH:16]=[CH:17][CH:18]=2)[CH2:14]1)[CH2:6][CH2:7][C:8]([O:10]CC)=[O:9])C.[OH-].[Na+]. The catalyst is C(O)C.O. The product is [C:28]([CH2:27][N:24]1[CH2:23][CH2:22][N:21]([CH2:33][C:34]([OH:36])=[O:35])[CH2:20][C:19]2[N:39]=[C:15]([CH:16]=[CH:17][CH:18]=2)[CH2:14][N:13]([CH:5]([CH2:6][CH2:7][C:8]([OH:10])=[O:9])[C:4]([OH:40])=[O:3])[CH2:26][CH2:25]1)([OH:30])=[O:29]. The yield is 0.600.